This data is from Merck oncology drug combination screen with 23,052 pairs across 39 cell lines. The task is: Regression. Given two drug SMILES strings and cell line genomic features, predict the synergy score measuring deviation from expected non-interaction effect. (1) Drug 1: O=c1[nH]cc(F)c(=O)[nH]1. Drug 2: CCN(CC)CCNC(=O)c1c(C)[nH]c(C=C2C(=O)Nc3ccc(F)cc32)c1C. Cell line: SKMEL30. Synergy scores: synergy=3.67. (2) Drug 1: O=c1[nH]cc(F)c(=O)[nH]1. Drug 2: COC1=C2CC(C)CC(OC)C(O)C(C)C=C(C)C(OC(N)=O)C(OC)C=CC=C(C)C(=O)NC(=CC1=O)C2=O. Cell line: ES2. Synergy scores: synergy=-5.26. (3) Drug 2: COC1CC2CCC(C)C(O)(O2)C(=O)C(=O)N2CCCCC2C(=O)OC(C(C)CC2CCC(OP(C)(C)=O)C(OC)C2)CC(=O)C(C)C=C(C)C(O)C(OC)C(=O)C(C)CC(C)C=CC=CC=C1C. Synergy scores: synergy=-13.6. Cell line: LNCAP. Drug 1: CN(Cc1cnc2nc(N)nc(N)c2n1)c1ccc(C(=O)NC(CCC(=O)O)C(=O)O)cc1.